Dataset: NCI-60 drug combinations with 297,098 pairs across 59 cell lines. Task: Regression. Given two drug SMILES strings and cell line genomic features, predict the synergy score measuring deviation from expected non-interaction effect. (1) Drug 1: C1CC(=O)NC(=O)C1N2CC3=C(C2=O)C=CC=C3N. Drug 2: CS(=O)(=O)CCNCC1=CC=C(O1)C2=CC3=C(C=C2)N=CN=C3NC4=CC(=C(C=C4)OCC5=CC(=CC=C5)F)Cl. Cell line: HCT116. Synergy scores: CSS=7.07, Synergy_ZIP=-1.03, Synergy_Bliss=0.720, Synergy_Loewe=0.183, Synergy_HSA=0.335. (2) Drug 1: COC1=C(C=C2C(=C1)N=CN=C2NC3=CC(=C(C=C3)F)Cl)OCCCN4CCOCC4. Drug 2: CC1CCCC2(C(O2)CC(NC(=O)CC(C(C(=O)C(C1O)C)(C)C)O)C(=CC3=CSC(=N3)C)C)C. Cell line: NCI-H322M. Synergy scores: CSS=40.4, Synergy_ZIP=1.12, Synergy_Bliss=-0.00772, Synergy_Loewe=0.105, Synergy_HSA=0.161. (3) Drug 1: CC1=CC=C(C=C1)C2=CC(=NN2C3=CC=C(C=C3)S(=O)(=O)N)C(F)(F)F. Drug 2: C1C(C(OC1N2C=NC(=NC2=O)N)CO)O. Cell line: MALME-3M. Synergy scores: CSS=-0.792, Synergy_ZIP=6.36, Synergy_Bliss=1.02, Synergy_Loewe=-3.41, Synergy_HSA=-2.13. (4) Drug 1: CC(C1=C(C=CC(=C1Cl)F)Cl)OC2=C(N=CC(=C2)C3=CN(N=C3)C4CCNCC4)N. Drug 2: CC1CCC2CC(C(=CC=CC=CC(CC(C(=O)C(C(C(=CC(C(=O)CC(OC(=O)C3CCCCN3C(=O)C(=O)C1(O2)O)C(C)CC4CCC(C(C4)OC)O)C)C)O)OC)C)C)C)OC. Cell line: RPMI-8226. Synergy scores: CSS=37.7, Synergy_ZIP=3.51, Synergy_Bliss=4.52, Synergy_Loewe=-9.68, Synergy_HSA=1.72. (5) Drug 1: CC(C1=C(C=CC(=C1Cl)F)Cl)OC2=C(N=CC(=C2)C3=CN(N=C3)C4CCNCC4)N. Drug 2: C(CN)CNCCSP(=O)(O)O. Cell line: UACC62. Synergy scores: CSS=3.05, Synergy_ZIP=-1.01, Synergy_Bliss=-1.70, Synergy_Loewe=-26.4, Synergy_HSA=-3.35.